From a dataset of Catalyst prediction with 721,799 reactions and 888 catalyst types from USPTO. Predict which catalyst facilitates the given reaction. (1) Reactant: [C:1]([NH:11][C@H:12]([C:16]([O:18][CH:19]([CH3:32])[C:20]([O:22]CC1C=CC(OC)=CC=1)=[O:21])=[O:17])[CH:13]([CH3:15])[CH3:14])([O:3][CH2:4][C:5]1[CH:10]=[CH:9][CH:8]=[CH:7][CH:6]=1)=[O:2].FC(F)(F)C(O)=O. Product: [C:1]([NH:11][C@H:12]([C:16]([O:18][CH:19]([CH3:32])[C:20]([OH:22])=[O:21])=[O:17])[CH:13]([CH3:14])[CH3:15])([O:3][CH2:4][C:5]1[CH:10]=[CH:9][CH:8]=[CH:7][CH:6]=1)=[O:2]. The catalyst class is: 4. (2) Reactant: Cl.[C:2]([C:4]1[CH:9]=[CH:8][CH:7]=[CH:6][C:5]=1[S:10]([N:13]1[CH2:19][CH2:18][CH2:17][C:16]([NH:21][C:22](=[O:29])[C@H:23]([CH2:25][CH:26]([CH3:28])[CH3:27])[NH2:24])([CH3:20])[CH2:15][CH2:14]1)(=[O:12])=[O:11])#[N:3].C(Cl)CCl.C1C=CC2N(O)N=NC=2C=1.[S:44]1[C:48]2[CH:49]=[CH:50][CH:51]=[CH:52][C:47]=2[CH:46]=[C:45]1[C:53](O)=[O:54].CCN(C(C)C)C(C)C. Product: [C:2]([C:4]1[CH:9]=[CH:8][CH:7]=[CH:6][C:5]=1[S:10]([N:13]1[CH2:19][CH2:18][CH2:17][C:16]([NH:21][C:22]([C@@H:23]([NH:24][C:53]([C:45]2[S:44][C:48]3[CH:49]=[CH:50][CH:51]=[CH:52][C:47]=3[CH:46]=2)=[O:54])[CH2:25][CH:26]([CH3:27])[CH3:28])=[O:29])([CH3:20])[CH2:15][CH2:14]1)(=[O:12])=[O:11])#[N:3]. The catalyst class is: 2. (3) Reactant: [F:1][C:2]1[CH:3]=[C:4]([SH:8])[CH:5]=[CH:6][CH:7]=1.[H-].[Na+].[N:11]12[CH2:18][CH2:17][CH:14]([CH2:15][CH2:16]1)[C@H:13](OS(C)(=O)=O)[CH2:12]2. Product: [F:1][C:2]1[CH:3]=[C:4]([S:8][C@@H:13]2[CH:14]3[CH2:17][CH2:18][N:11]([CH2:16][CH2:15]3)[CH2:12]2)[CH:5]=[CH:6][CH:7]=1. The catalyst class is: 3. (4) Reactant: [F:1][C:2]1[CH:21]=[CH:20][C:5]([C:6]([N:8]2[CH2:13][CH2:12][N:11]([CH2:14][C:15](OCC)=[O:16])[CH2:10][CH2:9]2)=[O:7])=[CH:4][CH:3]=1.[NH2:22][NH2:23]. Product: [F:1][C:2]1[CH:21]=[CH:20][C:5]([C:6]([N:8]2[CH2:13][CH2:12][N:11]([CH2:14][C:15]([NH:22][NH2:23])=[O:16])[CH2:10][CH2:9]2)=[O:7])=[CH:4][CH:3]=1. The catalyst class is: 14.